From a dataset of Full USPTO retrosynthesis dataset with 1.9M reactions from patents (1976-2016). Predict the reactants needed to synthesize the given product. (1) Given the product [CH3:32][O:31][C:24]1[CH:25]=[CH:26][CH:27]=[C:28]([O:29][CH3:30])[C:23]=1[CH:20]1[N:7]([CH2:8][C:9]2[CH:14]=[CH:13][C:12]([O:15][C:16]([F:19])([F:18])[F:17])=[CH:11][CH:10]=2)[C:5](=[O:6])[CH2:4][O:22][CH2:21]1, predict the reactants needed to synthesize it. The reactants are: [H-].[Na+].Cl[CH2:4][C:5]([N:7]([CH:20]([C:23]1[C:28]([O:29][CH3:30])=[CH:27][CH:26]=[CH:25][C:24]=1[O:31][CH3:32])[CH2:21][OH:22])[CH2:8][C:9]1[CH:14]=[CH:13][C:12]([O:15][C:16]([F:19])([F:18])[F:17])=[CH:11][CH:10]=1)=[O:6]. (2) Given the product [F:15][C:16]1[C:17]([CH3:34])=[C:18]([C:2]2[CH:11]=[CH:10][C:5]([C:6]([O:8][CH3:9])=[O:7])=[CH:4][C:3]=2[CH2:12][O:13][CH3:14])[CH:19]=[CH:20][CH:21]=1, predict the reactants needed to synthesize it. The reactants are: Br[C:2]1[CH:11]=[CH:10][C:5]([C:6]([O:8][CH3:9])=[O:7])=[CH:4][C:3]=1[CH2:12][O:13][CH3:14].[F:15][C:16]1[C:17]([CH3:34])=[C:18](C2C=CC(C(O)=O)=CC=2COC)[CH:19]=[CH:20][CH:21]=1.FC1C(C)=C(B(O)O)C=CC=1.[F-].[Cs+]. (3) The reactants are: [N+:1]([C:4]1[CH:5]=[C:6]([C:10]23[CH2:15][CH:14]2[CH2:13][O:12][C:11]3=[O:16])[CH:7]=[CH:8][CH:9]=1)([O-:3])=[O:2].[NH3:17]. Given the product [OH:12][CH2:13][CH:14]1[CH2:15][C:10]1([C:6]1[CH:7]=[CH:8][CH:9]=[C:4]([N+:1]([O-:3])=[O:2])[CH:5]=1)[C:11]([NH2:17])=[O:16], predict the reactants needed to synthesize it. (4) Given the product [CH3:39][N:40]1[CH2:41][CH2:42][N:43]([C:46]2[CH:51]=[CH:50][C:49]([NH:52][CH:2]=[C:3]3[C:11]4[C:6](=[CH:7][C:8]([C:12]([C:14]5[CH:15]=[C:16]([NH:20][C:21]([C:23]6[N:24]([CH3:32])[N:25]=[C:26]([C:28]([CH3:30])([CH3:29])[CH3:31])[CH:27]=6)=[O:22])[CH:17]=[CH:18][CH:19]=5)=[O:13])=[CH:9][CH:10]=4)[NH:5][C:4]3=[O:33])=[CH:48][CH:47]=2)[CH2:44][CH2:45]1, predict the reactants needed to synthesize it. The reactants are: O[CH:2]=[C:3]1[C:11]2[C:6](=[CH:7][C:8]([C:12]([C:14]3[CH:15]=[C:16]([NH:20][C:21]([C:23]4[N:24]([CH3:32])[N:25]=[C:26]([C:28]([CH3:31])([CH3:30])[CH3:29])[CH:27]=4)=[O:22])[CH:17]=[CH:18][CH:19]=3)=[O:13])=[CH:9][CH:10]=2)[NH:5][C:4]1=[O:33].C1COCC1.[CH3:39][N:40]1[CH2:45][CH2:44][N:43]([C:46]2[CH:51]=[CH:50][C:49]([NH2:52])=[CH:48][CH:47]=2)[CH2:42][CH2:41]1. (5) Given the product [Cl:6][C:7]1[CH:8]=[CH:9][C:10]2[N:11]([N:13]=[C:14]([C:16]3[CH:20]=[CH:19][O:18][CH:17]=3)[CH:15]=2)[C:12]=1[Si:22]([CH3:24])([CH3:23])[CH3:21], predict the reactants needed to synthesize it. The reactants are: C([Li])CCC.[Cl:6][C:7]1[CH:8]=[CH:9][C:10]2[N:11]([N:13]=[C:14]([C:16]3[CH:20]=[CH:19][O:18][CH:17]=3)[CH:15]=2)[CH:12]=1.[CH3:21][Si:22](Cl)([CH3:24])[CH3:23].[Cl-].[NH4+]. (6) Given the product [F:1][C:2]1[CH:7]=[CH:6][CH:5]=[CH:4][C:3]=1[N:8]1[C:16]2[C:11](=[C:12]([N:17]3[CH2:21][CH2:20][N:19]([CH2:22][C:23]([NH:27][C@@H:28]4[CH2:32][CH2:31][O:30][CH2:29]4)=[O:24])[C:18]3=[O:26])[CH:13]=[CH:14][CH:15]=2)[CH:10]=[N:9]1, predict the reactants needed to synthesize it. The reactants are: [F:1][C:2]1[CH:7]=[CH:6][CH:5]=[CH:4][C:3]=1[N:8]1[C:16]2[C:11](=[C:12]([N:17]3[CH2:21][CH2:20][N:19]([CH2:22][C:23](O)=[O:24])[C:18]3=[O:26])[CH:13]=[CH:14][CH:15]=2)[CH:10]=[N:9]1.[NH2:27][C@@H:28]1[CH2:32][CH2:31][O:30][CH2:29]1.C(N(C(C)C)C(C)C)C.CN(C(ON1N=NC2C=CC=NC1=2)=[N+](C)C)C.F[P-](F)(F)(F)(F)F. (7) Given the product [C:21]([O:20][CH:19]1[C:13]2[S:12][C:11]([C:3]3[CH:4]=[CH:5][C:6]([N:8]([CH3:10])[CH3:9])=[CH:7][C:2]=3[Cl:1])=[N:15][C:14]=2[CH2:16][CH2:17][CH2:18]1)(=[O:23])[CH3:22], predict the reactants needed to synthesize it. The reactants are: [Cl:1][C:2]1[CH:7]=[C:6]([N:8]([CH3:10])[CH3:9])[CH:5]=[CH:4][C:3]=1[C:11]1[S:12][C:13]2[CH:19]([OH:20])[CH2:18][CH2:17][CH2:16][C:14]=2[N:15]=1.[C:21](OC(=O)C)(=[O:23])[CH3:22].